This data is from Reaction yield outcomes from USPTO patents with 853,638 reactions. The task is: Predict the reaction yield, written as a fraction of the theoretical maximum amount of product (1.0 means a 100% yield; for example, 0.34 means a 34% yield). (1) The reactants are [CH2:1]([OH:8])[C:2]1[CH:7]=[CH:6][CH:5]=[CH:4][CH:3]=1.[H-].[Na+].[F:11][C:12]1[CH:13]=[C:14]2[C:19](=[CH:20][C:21]=1F)[NH:18][CH:17]=[N:16][C:15]2=[O:23].O. The catalyst is CN(C)C=O. The product is [CH2:1]([O:8][C:21]1[CH:20]=[C:19]2[C:14]([C:15](=[O:23])[N:16]=[CH:17][NH:18]2)=[CH:13][C:12]=1[F:11])[C:2]1[CH:7]=[CH:6][CH:5]=[CH:4][CH:3]=1. The yield is 0.830. (2) The yield is 0.260. The product is [CH2:24]([N:1]([CH2:9][C:10]1[CH:15]=[CH:14][CH:13]=[CH:12][CH:11]=1)[C@@H:2]([CH2:9][C:10]1[CH:11]=[C:12]([F:17])[CH:13]=[C:14]([F:16])[CH:15]=1)[C:3]([N:5]([O:7][CH3:8])[CH3:6])=[O:4])[C:25]1[CH:30]=[CH:29][CH:28]=[CH:27][CH:26]=1. The reactants are [NH2:1][C@@H:2]([CH2:9][C:10]1[CH:15]=[C:14]([F:16])[CH:13]=[C:12]([F:17])[CH:11]=1)[C:3]([N:5]([O:7][CH3:8])[CH3:6])=[O:4].C([O-])([O-])=O.[K+].[K+].[CH2:24](Br)[C:25]1[CH:30]=[CH:29][CH:28]=[CH:27][CH:26]=1. The catalyst is C(O)C.O.C(Cl)(Cl)Cl. (3) The reactants are Br[CH2:2][C:3]1[CH:8]=[CH:7][C:6]([C:9]([F:12])([F:11])[F:10])=[CH:5][CH:4]=1.C(=O)([O-])[O-].[Cs+].[Cs+].[OH:19][N:20]=[C:21]([C:23]1[O:27][C:26]([N:28]([CH2:35][C:36]([O:38][CH2:39][CH3:40])=[O:37])[CH2:29][C:30]([O:32][CH2:33][CH3:34])=[O:31])=[N:25][CH:24]=1)[CH3:22]. The catalyst is CN(C=O)C. The product is [F:10][C:9]([F:12])([F:11])[C:6]1[CH:7]=[CH:8][C:3]([CH2:2][O:19][N:20]=[C:21]([C:23]2[O:27][C:26]([N:28]([CH2:35][C:36]([O:38][CH2:39][CH3:40])=[O:37])[CH2:29][C:30]([O:32][CH2:33][CH3:34])=[O:31])=[N:25][CH:24]=2)[CH3:22])=[CH:4][CH:5]=1. The yield is 0.750. (4) The reactants are [NH2:1][C:2]1[CH:11]=[CH:10][C:5]2[NH:6][C:7](=[O:9])[O:8][C:4]=2[CH:3]=1.FC(F)(F)C(O)=O.[N+:19]([O-])([O-:21])=[O:20].[Na+]. No catalyst specified. The product is [NH2:1][C:2]1[C:11]([N+:19]([O-:21])=[O:20])=[CH:10][C:5]2[NH:6][C:7](=[O:9])[O:8][C:4]=2[CH:3]=1. The yield is 0.960. (5) The reactants are [Si:1]([O:8][C:9]([CH3:27])([CH3:26])[C@@H:10]([NH:12][CH2:13][CH2:14][C:15]([C:20]1[CH:25]=[CH:24][CH:23]=[CH:22][CH:21]=1)([OH:19])[CH2:16][CH:17]=[CH2:18])[CH3:11])([C:4]([CH3:7])([CH3:6])[CH3:5])([CH3:3])[CH3:2].CCN(CC)CC.Cl[C:36](Cl)([O:38]C(=O)OC(Cl)(Cl)Cl)Cl. The catalyst is C(Cl)Cl. The product is [CH2:16]([C:15]1([C:20]2[CH:21]=[CH:22][CH:23]=[CH:24][CH:25]=2)[O:19][C:36](=[O:38])[N:12]([C@H:10]([C:9]([O:8][Si:1]([C:4]([CH3:5])([CH3:6])[CH3:7])([CH3:3])[CH3:2])([CH3:26])[CH3:27])[CH3:11])[CH2:13][CH2:14]1)[CH:17]=[CH2:18]. The yield is 0.170.